From a dataset of Catalyst prediction with 721,799 reactions and 888 catalyst types from USPTO. Predict which catalyst facilitates the given reaction. (1) Reactant: C[Si]([N-][Si](C)(C)C)(C)C.[Na+].[CH3:11][N:12]1[CH2:17][CH2:16][CH:15]([C:18]2[CH:27]=[CH:26][C:21]([C:22]([O:24]C)=O)=[CH:20][CH:19]=2)[CH2:14][CH2:13]1.[NH2:28][C:29]1[N:33](C(OC(C)(C)C)=O)[N:32]=[C:31]([CH2:41][CH2:42][C:43]2[CH:48]=[C:47]([O:49][CH3:50])[CH:46]=[C:45]([O:51][CH3:52])[CH:44]=2)[CH:30]=1.[NH4+].[Cl-]. The catalyst class is: 1. Product: [CH3:50][O:49][C:47]1[CH:48]=[C:43]([CH2:42][CH2:41][C:31]2[NH:32][N:33]=[C:29]([NH:28][C:22](=[O:24])[C:21]3[CH:20]=[CH:19][C:18]([CH:15]4[CH2:14][CH2:13][N:12]([CH3:11])[CH2:17][CH2:16]4)=[CH:27][CH:26]=3)[CH:30]=2)[CH:44]=[C:45]([O:51][CH3:52])[CH:46]=1. (2) Reactant: [OH-].[Na+].Br.[CH3:4][NH:5][CH2:6][CH2:7][C:8]1[CH:13]=[CH:12][C:11]([OH:14])=[CH:10][CH:9]=1. Product: [CH3:4][NH:5][CH2:6][CH2:7][C:8]1[CH:13]=[CH:12][C:11]([OH:14])=[CH:10][CH:9]=1. The catalyst class is: 5.